This data is from Full USPTO retrosynthesis dataset with 1.9M reactions from patents (1976-2016). The task is: Predict the reactants needed to synthesize the given product. (1) Given the product [C:1]1([C:13]([S:15][CH:17]([C:18]#[N:19])[C:20]2[CH:25]=[CH:24][CH:23]=[CH:22][CH:21]=2)=[S:14])[C:10]2[C:5](=[CH:6][CH:7]=[CH:8][CH:9]=2)[CH:4]=[CH:3][CH:2]=1, predict the reactants needed to synthesize it. The reactants are: [CH:1]1[C:10]2[C:5](=[CH:6][CH:7]=[CH:8][CH:9]=2)[CH:4]=[CH:3][C:2]=1[Mg]Br.[C:13](=[S:15])=[S:14].Br[CH:17]([C:20]1[CH:25]=[CH:24][CH:23]=[CH:22][CH:21]=1)[C:18]#[N:19]. (2) Given the product [CH3:10][O:11][CH2:12][C:13]([C:9]1[C:1]([OH:2])=[CH:3][C:4]([OH:5])=[CH:6][C:7]=1[OH:8])=[O:17], predict the reactants needed to synthesize it. The reactants are: [C:1]1([CH:9]=[C:7]([OH:8])[CH:6]=[C:4]([OH:5])[CH:3]=1)[OH:2].[CH3:10][O:11][CH2:12][C:13]#N.C([O:17]CC)C. (3) Given the product [Cl:25][C:26]1[CH:27]=[C:28]([C:2]2[CH:7]=[CH:6][C:5]([C:8]3[N:9]([C:19]4[CH:20]=[N:21][CH:22]=[N:23][CH:24]=4)[CH:10]=[C:11]([C:13]4[CH:18]=[CH:17][CH:16]=[CH:15][N:14]=4)[N:12]=3)=[CH:4][CH:3]=2)[CH:29]=[CH:30][C:31]=1[Cl:32], predict the reactants needed to synthesize it. The reactants are: Br[C:2]1[CH:7]=[CH:6][C:5]([C:8]2[N:9]([C:19]3[CH:20]=[N:21][CH:22]=[N:23][CH:24]=3)[CH:10]=[C:11]([C:13]3[CH:18]=[CH:17][CH:16]=[CH:15][N:14]=3)[N:12]=2)=[CH:4][CH:3]=1.[Cl:25][C:26]1[CH:27]=[C:28](B(O)O)[CH:29]=[CH:30][C:31]=1[Cl:32].C(=O)([O-])[O-].[Na+].[Na+].OO. (4) Given the product [CH3:13][O:12][C:3]1[CH:4]=[C:5]([C:6]([O:8][CH3:9])=[O:7])[CH:10]=[CH:11][C:2]=1[O:1][CH:15]([CH3:23])[C:16]([OH:18])=[O:17], predict the reactants needed to synthesize it. The reactants are: [OH:1][C:2]1[CH:11]=[CH:10][C:5]([C:6]([O:8][CH3:9])=[O:7])=[CH:4][C:3]=1[O:12][CH3:13].Br[CH:15]([CH3:23])[C:16]([O:18]C(C)(C)C)=[O:17].C(=O)([O-])[O-].[Cs+].[Cs+]. (5) Given the product [CH3:28][C:27]1[CH:26]=[C:25]([N+:29]([O-:31])=[O:30])[CH:24]=[C:23]([CH3:32])[C:22]=1[O:17][C:15]1[CH:14]=[CH:13][C:12]([OH:18])=[C:11]([S:8]([C:5]2[CH:6]=[CH:7][C:2]([F:1])=[CH:3][CH:4]=2)(=[O:10])=[O:9])[CH:16]=1, predict the reactants needed to synthesize it. The reactants are: [F:1][C:2]1[CH:7]=[CH:6][C:5]([S:8]([C:11]2[CH:16]=[C:15]([OH:17])[CH:14]=[CH:13][C:12]=2[OH:18])(=[O:10])=[O:9])=[CH:4][CH:3]=1.[H-].[Na+].Cl[C:22]1[C:27]([CH3:28])=[CH:26][C:25]([N+:29]([O-:31])=[O:30])=[CH:24][C:23]=1[CH3:32]. (6) Given the product [OH:17][CH2:16][CH:3]1[C:4]2[C:12]3[CH:11]=[C:10]([CH3:13])[CH:9]=[CH:8][C:7]=3[N:6]([CH2:37][C:38]([C:41]3[CH:42]=[N:43][CH:44]=[CH:45][CH:46]=3)([OH:39])[CH3:40])[C:5]=2[CH2:14][CH2:15][N:2]1[CH3:1], predict the reactants needed to synthesize it. The reactants are: [CH3:1][N:2]1[CH2:15][CH2:14][C:5]2[NH:6][C:7]3[CH:8]=[CH:9][C:10]([CH3:13])=[CH:11][C:12]=3[C:4]=2[CH:3]1[CH2:16][OH:17].CN1C(CO)CC2NC3C=CC(C)=CC=3C=2C1.[H-].[Na+].[CH3:37][C:38]1([C:41]2[CH:42]=[N:43][CH:44]=[CH:45][CH:46]=2)[CH2:40][O:39]1. (7) Given the product [Br:17][C:18]1[CH:23]=[CH:22][C:21]([S:24]([NH:14][C:13]2[CH:15]=[C:9]([N:4]3[CH2:5][C@H:6]([CH3:8])[NH:7][C@H:2]([CH3:1])[CH2:3]3)[CH:10]=[CH:11][C:12]=2[Cl:16])(=[O:26])=[O:25])=[CH:20][CH:19]=1, predict the reactants needed to synthesize it. The reactants are: [CH3:1][C@H:2]1[NH:7][C@@H:6]([CH3:8])[CH2:5][N:4]([C:9]2[CH:10]=[CH:11][C:12]([Cl:16])=[C:13]([CH:15]=2)[NH2:14])[CH2:3]1.[Br:17][C:18]1[CH:23]=[CH:22][C:21]([S:24](Cl)(=[O:26])=[O:25])=[CH:20][CH:19]=1. (8) Given the product [N:24]1[CH:25]=[CH:26][C:21]([C:7]2[C:6]3[C:10](=[CH:11][CH:12]=[C:4]([NH2:1])[CH:5]=3)[N:9]([CH2:13][O:14][CH2:15][CH2:16][Si:17]([CH3:20])([CH3:19])[CH3:18])[N:8]=2)=[CH:22][CH:23]=1, predict the reactants needed to synthesize it. The reactants are: [N+:1]([C:4]1[CH:5]=[C:6]2[C:10](=[CH:11][CH:12]=1)[N:9]([CH2:13][O:14][CH2:15][CH2:16][Si:17]([CH3:20])([CH3:19])[CH3:18])[N:8]=[C:7]2[C:21]1[CH:26]=[CH:25][N:24]=[CH:23][CH:22]=1)([O-])=O. (9) Given the product [Cl:36][C:33]1[CH:34]=[CH:35][C:30]([O:29][C:27](=[O:28])[N:2]([CH3:1])[C@H:3]2[CH2:4][CH2:5][C@H:6]([CH2:9][CH2:10][CH2:11][CH2:12][CH2:13][N:37]3[CH2:42][CH2:41][CH2:40][CH2:39][CH2:38]3)[CH2:7][CH2:8]2)=[CH:31][CH:32]=1, predict the reactants needed to synthesize it. The reactants are: [CH3:1][NH:2][C@H:3]1[CH2:8][CH2:7][C@H:6]([CH2:9][CH2:10][CH2:11][CH2:12][CH2:13]OS(C)(=O)=O)[CH2:5][CH2:4]1.FC(F)(F)C(O)=O.Cl[C:27]([O:29][C:30]1[CH:35]=[CH:34][C:33]([Cl:36])=[CH:32][CH:31]=1)=[O:28].[NH:37]1[CH2:42][CH2:41][CH2:40][CH2:39][CH2:38]1.